This data is from Full USPTO retrosynthesis dataset with 1.9M reactions from patents (1976-2016). The task is: Predict the reactants needed to synthesize the given product. (1) Given the product [C:1]([C:5]1[CH:9]=[CH:8][C:7](=[C:32]([C:33]2[CH:38]=[CH:37][CH:36]=[CH:35][CH:34]=2)[C:40]2[CH:45]=[CH:44][CH:43]=[CH:42][CH:41]=2)[CH:6]=1)([CH3:4])([CH3:3])[CH3:2], predict the reactants needed to synthesize it. The reactants are: [C:1]([C:5]1[CH:6]=[CH:7][CH2:8][CH:9]=1)([CH3:4])([CH3:3])[CH3:2].C([Li])CCC.CCCCCC.CN(C)P(N(C)C)(N(C)C)=O.[C:32]([C:40]1[CH:45]=[CH:44][CH:43]=[CH:42][CH:41]=1)(=O)[C:33]1[CH:38]=[CH:37][CH:36]=[CH:35][CH:34]=1.Cl. (2) Given the product [CH2:4]([O:5][C:2]1[CH:10]=[CH:9][C:8]([S:11]([CH3:14])(=[O:13])=[O:12])=[CH:7][C:3]=1[C:4]([OH:6])=[O:5])[CH:3]([CH3:7])[CH3:2], predict the reactants needed to synthesize it. The reactants are: Cl[C:2]1[CH:10]=[CH:9][C:8]([S:11]([CH3:14])(=[O:13])=[O:12])=[CH:7][C:3]=1[C:4]([OH:6])=[O:5]. (3) The reactants are: F[C:2]1[C:7]([C:8]2[N:13]=[C:12]([CH3:14])[N:11]=[C:10]([N:15]([CH2:25][C:26]3[CH:31]=[CH:30][C:29]([O:32][CH3:33])=[CH:28][CH:27]=3)[CH2:16][C:17]3[CH:22]=[CH:21][C:20]([O:23][CH3:24])=[CH:19][CH:18]=3)[N:9]=2)=[CH:6][C:5]([CH2:34][N:35]2[CH2:40][CH2:39][O:38][CH2:37][CH2:36]2)=[CH:4][N:3]=1.[F:41][C:42]1[CH:43]=[C:44]([NH2:50])[CH:45]=[N:46][C:47]=1[O:48][CH3:49].C[Si]([N-][Si](C)(C)C)(C)C.[Li+]. Given the product [F:41][C:42]1[CH:43]=[C:44]([NH:50][C:2]2[C:7]([C:8]3[N:13]=[C:12]([CH3:14])[N:11]=[C:10]([N:15]([CH2:25][C:26]4[CH:31]=[CH:30][C:29]([O:32][CH3:33])=[CH:28][CH:27]=4)[CH2:16][C:17]4[CH:18]=[CH:19][C:20]([O:23][CH3:24])=[CH:21][CH:22]=4)[N:9]=3)=[CH:6][C:5]([CH2:34][N:35]3[CH2:40][CH2:39][O:38][CH2:37][CH2:36]3)=[CH:4][N:3]=2)[CH:45]=[N:46][C:47]=1[O:48][CH3:49], predict the reactants needed to synthesize it. (4) Given the product [Cl:1][C:2]1[C:9]([CH3:10])=[C:8]([NH:12][C@H:13]2[CH2:17][CH2:16][CH2:15][C@:14]2([OH:18])[CH3:19])[CH:7]=[CH:6][C:3]=1[C:4]#[N:5], predict the reactants needed to synthesize it. The reactants are: [Cl:1][C:2]1[C:9]([CH3:10])=[C:8](F)[CH:7]=[CH:6][C:3]=1[C:4]#[N:5].[NH2:12][C@H:13]1[CH2:17][CH2:16][CH2:15][C@@:14]1([CH3:19])[OH:18].C(=O)([O-])[O-].[Li+].[Li+]. (5) Given the product [CH3:8][S:9]([CH:24]([C:19]1[CH:20]=[CH:7][C:6]([NH2:3])=[CH:17][CH:18]=1)[CH3:25])(=[O:11])=[O:10], predict the reactants needed to synthesize it. The reactants are: C([N:3]([CH2:6][CH3:7])CC)C.[CH3:8][S:9](Cl)(=[O:11])=[O:10].C[S-].[Na+].Cl[C:17]1[CH:18]=[C:19]([CH:24]=[CH:25]C=1)[C:20](OO)=O.